Dataset: Forward reaction prediction with 1.9M reactions from USPTO patents (1976-2016). Task: Predict the product of the given reaction. (1) Given the reactants [Br:1][C:2]1[CH:10]=[CH:9][C:5]([C:6]([OH:8])=[O:7])=[C:4]([OH:11])[CH:3]=1.[C:12](OC(=O)C)(=[O:14])[CH3:13].S(=O)(=O)(O)O, predict the reaction product. The product is: [C:12]([O:11][C:4]1[CH:3]=[C:2]([Br:1])[CH:10]=[CH:9][C:5]=1[C:6]([OH:8])=[O:7])(=[O:14])[CH3:13]. (2) Given the reactants [CH3:1][N:2]([CH2:4][C:5]1[CH:10]=[CH:9][C:8]([C:11]#[CH:12])=[CH:7][CH:6]=1)C.CNCC1C=CC(C#C[Si](C)(C)C)=CC=1, predict the reaction product. The product is: [CH3:1][NH:2][CH2:4][C:5]1[CH:10]=[CH:9][C:8]([C:11]#[CH:12])=[CH:7][CH:6]=1. (3) The product is: [N:50]([CH2:54][CH:14]1[CH2:15][CH2:16][C:17]2([CH2:28][O:30][CH2:31]2)[CH2:18][CH2:19]1)=[N+:51]=[N-:52]. Given the reactants [C:14]1(P([C:14]2[CH:19]=[CH:18][CH:17]=[CH:16][CH:15]=2)[C:14]2[CH:19]=[CH:18][CH:17]=[CH:16][CH:15]=2)[CH:19]=[CH:18][CH:17]=[CH:16][CH:15]=1.N([C:28]([O:30][CH:31](C)C)=O)=NC(OC(C)C)=O.P([N:50]=[N+:51]=[N-:52])(=O)(OC1C=CC=CC=1)OC1C=CC=CC=1.O1CCC[CH2:54]1, predict the reaction product.